Dataset: Forward reaction prediction with 1.9M reactions from USPTO patents (1976-2016). Task: Predict the product of the given reaction. (1) Given the reactants [Cl:1][C:2]1[C:3]([F:22])=[C:4]([CH:19]=[CH:20][CH:21]=1)[NH:5][C:6]1[C:15]2[C:10](=[CH:11][C:12]([O:17][CH3:18])=[C:13]([OH:16])[CH:14]=2)[N:9]=[CH:8][N:7]=1.[CH3:23][N:24]1[CH2:28][CH2:27][CH:26](O)[CH2:25]1.C1(P(C2C=CC=CC=2)C2C=CC=CC=2)C=CC=CC=1.N(C(OC(C)(C)C)=O)=NC(OC(C)(C)C)=O, predict the reaction product. The product is: [Cl:1][C:2]1[C:3]([F:22])=[C:4]([CH:19]=[CH:20][CH:21]=1)[NH:5][C:6]1[C:15]2[C:10](=[CH:11][C:12]([O:17][CH3:18])=[C:13]([O:16][CH:26]3[CH2:27][CH2:28][N:24]([CH3:23])[CH2:25]3)[CH:14]=2)[N:9]=[CH:8][N:7]=1. (2) Given the reactants [CH:1]1([O:6][C:7](=[O:43])[C@H:8]([CH:37]2[CH2:42][CH2:41][CH2:40][CH2:39][CH2:38]2)[NH:9][CH2:10][C:11]2[CH:16]=[CH:15][C:14]([NH:17][C:18](=[O:36])[CH2:19][CH2:20][CH2:21][CH2:22][CH2:23][CH2:24][C:25](=[O:35])[NH:26][O:27]C(OCC(C)C)C)=[CH:13][CH:12]=2)[CH2:5][CH2:4][CH2:3][CH2:2]1.C(O)(C(F)(F)F)=O, predict the reaction product. The product is: [CH:1]1([O:6][C:7](=[O:43])[C@H:8]([CH:37]2[CH2:38][CH2:39][CH2:40][CH2:41][CH2:42]2)[NH:9][CH2:10][C:11]2[CH:16]=[CH:15][C:14]([NH:17][C:18](=[O:36])[CH2:19][CH2:20][CH2:21][CH2:22][CH2:23][CH2:24][C:25](=[O:35])[NH:26][OH:27])=[CH:13][CH:12]=2)[CH2:2][CH2:3][CH2:4][CH2:5]1.